Dataset: Full USPTO retrosynthesis dataset with 1.9M reactions from patents (1976-2016). Task: Predict the reactants needed to synthesize the given product. (1) Given the product [CH3:11][O:12][CH2:13][C:14]([CH3:15])([OH:16])[C:9]#[C:8][C:6]([CH3:7])([OH:10])[CH3:5], predict the reactants needed to synthesize it. The reactants are: C([Mg]Br)C.[CH3:5][C:6]([OH:10])([C:8]#[CH:9])[CH3:7].[CH3:11][O:12][CH2:13][C:14](=[O:16])[CH3:15].[Cl-].[NH4+]. (2) Given the product [ClH:30].[C:1]([C:3]1[CH:4]=[CH:5][C:6]2[N:10]=[C:9]([NH:11][C:12](=[O:24])[C@H:13]([NH:15][CH3:16])[CH3:14])[N:8]([CH:25]3[CH2:26][CH2:27][CH2:28]3)[C:7]=2[CH:29]=1)#[N:2], predict the reactants needed to synthesize it. The reactants are: [C:1]([C:3]1[CH:4]=[CH:5][C:6]2[N:10]=[C:9]([NH:11][C:12](=[O:24])[C@H:13]([N:15](C)[C:16](=O)OC(C)(C)C)[CH3:14])[N:8]([CH:25]3[CH2:28][CH2:27][CH2:26]3)[C:7]=2[CH:29]=1)#[N:2].[ClH:30]. (3) Given the product [CH2:17]([O:24][CH2:25][CH2:26][CH2:27][O:28][C:29]1[CH:34]=[CH:33][CH:32]=[C:31]([F:35])[C:30]=1[NH:36][C:37]1[C:42]([Cl:43])=[CH:41][N:40]=[C:39]([NH:16][C:13]2[CH:14]=[CH:15][C:8]3[CH2:7][CH2:6][N:5]([CH2:4][CH2:3][O:2][CH3:1])[CH2:11][CH2:10][C:9]=3[CH:12]=2)[N:38]=1)[C:18]1[CH:23]=[CH:22][CH:21]=[CH:20][CH:19]=1, predict the reactants needed to synthesize it. The reactants are: [CH3:1][O:2][CH2:3][CH2:4][N:5]1[CH2:11][CH2:10][C:9]2[CH:12]=[C:13]([NH2:16])[CH:14]=[CH:15][C:8]=2[CH2:7][CH2:6]1.[CH2:17]([O:24][CH2:25][CH2:26][CH2:27][O:28][C:29]1[CH:34]=[CH:33][CH:32]=[C:31]([F:35])[C:30]=1[NH:36][C:37]1[C:42]([Cl:43])=[CH:41][N:40]=[C:39](Cl)[N:38]=1)[C:18]1[CH:23]=[CH:22][CH:21]=[CH:20][CH:19]=1. (4) Given the product [CH3:18][C@:13]12[C@H:16]([CH3:17])[C@H:9]([NH:8][CH2:15][CH2:14]1)[CH2:10][C:11]1[CH:22]=[CH:21][C:20]([C:27]3[CH:32]=[CH:31][N:30]=[C:29]([CH3:33])[N:28]=3)=[CH:19][C:12]2=1, predict the reactants needed to synthesize it. The reactants are: C(OC([N:8]1[CH2:15][CH2:14][C@:13]2([CH3:18])[C@H:16]([CH3:17])[C@H:9]1[CH2:10][C:11]1[CH:22]=[CH:21][C:20](B(O)O)=[CH:19][C:12]=12)=O)(C)(C)C.Cl[C:27]1[CH:32]=[CH:31][N:30]=[C:29]([CH3:33])[N:28]=1.[O-]P([O-])([O-])=O.[K+].[K+].[K+].C1(P(C2CCCCC2)C2C=CC=CC=2C2C(OC)=CC=CC=2OC)CCCCC1.